From a dataset of Peptide-MHC class I binding affinity with 185,985 pairs from IEDB/IMGT. Regression. Given a peptide amino acid sequence and an MHC pseudo amino acid sequence, predict their binding affinity value. This is MHC class I binding data. (1) The peptide sequence is RYPMYYGWL. The binding affinity (normalized) is 0.821. The MHC is Mamu-A01 with pseudo-sequence Mamu-A01. (2) The peptide sequence is TSNLQEQIGW. The MHC is HLA-A26:01 with pseudo-sequence HLA-A26:01. The binding affinity (normalized) is 0. (3) The peptide sequence is FMMSRRRLL. The MHC is HLA-A24:02 with pseudo-sequence HLA-A24:02. The binding affinity (normalized) is 0.330. (4) The peptide sequence is FRRVAHSSL. The MHC is HLA-A02:16 with pseudo-sequence HLA-A02:16. The binding affinity (normalized) is 0.0847. (5) The peptide sequence is HSDTHGLYW. The MHC is HLA-B08:01 with pseudo-sequence HLA-B08:01. The binding affinity (normalized) is 0.0847. (6) The peptide sequence is ESSDSGSGFWK. The MHC is Mamu-B3901 with pseudo-sequence Mamu-B3901. The binding affinity (normalized) is 0.532. (7) The peptide sequence is EKLKKKSAF. The MHC is HLA-A02:11 with pseudo-sequence HLA-A02:11. The binding affinity (normalized) is 0.0847. (8) The peptide sequence is DLSDQIAEL. The MHC is HLA-A02:06 with pseudo-sequence HLA-A02:06. The binding affinity (normalized) is 0.132. (9) The peptide sequence is SASSMVNGVV. The MHC is HLA-B57:01 with pseudo-sequence HLA-B57:01. The binding affinity (normalized) is 0.498.